This data is from Full USPTO retrosynthesis dataset with 1.9M reactions from patents (1976-2016). The task is: Predict the reactants needed to synthesize the given product. Given the product [OH:1][C:2]([C:36]1[CH:37]=[CH:38][CH:39]=[CH:40][CH:41]=1)([C:30]1[CH:31]=[CH:32][CH:33]=[CH:34][CH:35]=1)[CH:3]1[CH2:4][CH2:5][N:6]([CH2:9][CH2:10][CH2:11][C:12]([C:17]2[CH:18]=[CH:19][C:20]([C:23]([CH3:29])([CH3:28])[C:24]([OH:26])=[O:25])=[CH:21][CH:22]=2)([O:13][CH3:14])[O:15][CH3:16])[CH2:7][CH2:8]1, predict the reactants needed to synthesize it. The reactants are: [OH:1][C:2]([C:36]1[CH:41]=[CH:40][CH:39]=[CH:38][CH:37]=1)([C:30]1[CH:35]=[CH:34][CH:33]=[CH:32][CH:31]=1)[CH:3]1[CH2:8][CH2:7][N:6]([CH2:9][CH2:10][CH2:11][C:12]([C:17]2[CH:22]=[CH:21][C:20]([C:23]([CH3:29])([CH3:28])[C:24]([O:26]C)=[O:25])=[CH:19][CH:18]=2)([O:15][CH3:16])[O:13][CH3:14])[CH2:5][CH2:4]1.[OH-].[Na+].C(O)(=O)C.